This data is from Full USPTO retrosynthesis dataset with 1.9M reactions from patents (1976-2016). The task is: Predict the reactants needed to synthesize the given product. (1) Given the product [CH2:21]([O:20][C:18](=[O:19])[CH:17]([O:9][C:4]1[CH:5]=[CH:6][C:7]([F:8])=[C:2]([F:1])[CH:3]=1)[CH3:23])[CH3:22], predict the reactants needed to synthesize it. The reactants are: [F:1][C:2]1[CH:3]=[C:4]([OH:9])[CH:5]=[CH:6][C:7]=1[F:8].C([O-])([O-])=O.[Cs+].[Cs+].Br[CH:17]([CH3:23])[C:18]([O:20][CH2:21][CH3:22])=[O:19]. (2) The reactants are: [N:1]1([C:5]2[N:10]=[CH:9][C:8]([NH:11][C:12](=[O:20])OC3C=CC=CC=3)=[CH:7][CH:6]=2)[CH2:4][CH2:3][CH2:2]1.[C:21]([C:25]1[CH:29]=[C:28]([CH2:30][NH2:31])[N:27]([C:32]2[CH:37]=[CH:36][CH:35]=[C:34]([Cl:38])[CH:33]=2)[N:26]=1)([CH3:24])([CH3:23])[CH3:22].C(N(CC)CC)C. Given the product [N:1]1([C:5]2[N:10]=[CH:9][C:8]([NH:11][C:12]([NH:31][CH2:30][C:28]3[N:27]([C:32]4[CH:37]=[CH:36][CH:35]=[C:34]([Cl:38])[CH:33]=4)[N:26]=[C:25]([C:21]([CH3:24])([CH3:23])[CH3:22])[CH:29]=3)=[O:20])=[CH:7][CH:6]=2)[CH2:2][CH2:3][CH2:4]1, predict the reactants needed to synthesize it. (3) Given the product [Cl:1][C:2]1[CH:7]=[CH:6][C:5]([C:8]2[N:12]([CH:13]([CH:17]3[CH2:19][CH2:18]3)[CH2:14][OH:15])[C:11]3[CH:20]=[C:21]([F:25])[C:22]([F:24])=[CH:23][C:10]=3[N:9]=2)=[CH:4][CH:3]=1, predict the reactants needed to synthesize it. The reactants are: [Cl:1][C:2]1[CH:7]=[CH:6][C:5]([C:8]2[N:12]([CH:13]([CH:17]3[CH2:19][CH2:18]3)[C:14](O)=[O:15])[C:11]3[CH:20]=[C:21]([F:25])[C:22]([F:24])=[CH:23][C:10]=3[N:9]=2)=[CH:4][CH:3]=1.[H-].[Al+3].[Li+].[H-].[H-].[H-]. (4) Given the product [NH2:1][CH2:4][C@@H:5]1[CH2:30][NH:29][C:9]2[C:10]3[C:11]4[CH:12]=[CH:13][C:14]([NH:21][C:22]5[CH:27]=[C:26]([F:28])[N:25]=[CH:24][N:23]=5)=[N:15][C:16]=4[CH:17]=[CH:18][C:19]=3[S:20][C:8]=2[C:7](=[O:31])[NH:6]1, predict the reactants needed to synthesize it. The reactants are: [N:1]([CH2:4][C@@H:5]1[CH2:30][NH:29][C:9]2[C:10]3[C:11]4[CH:12]=[CH:13][C:14]([NH:21][C:22]5[CH:27]=[C:26]([F:28])[N:25]=[CH:24][N:23]=5)=[N:15][C:16]=4[CH:17]=[CH:18][C:19]=3[S:20][C:8]=2[C:7](=[O:31])[NH:6]1)=[N+]=[N-].C1(P(C2C=CC=CC=2)C2C=CC=CC=2)C=CC=CC=1. (5) Given the product [Cl:1][C:2]1[CH:7]=[C:6]([Cl:8])[CH:5]=[CH:4][C:3]=1[C:9]1[N:10]=[C:11](/[CH:30]=[CH:31]/[C:32]2[CH:33]=[CH:34][C:35]([O:38][CH2:40][C:41]3[CH:42]=[C:43]([CH:48]=[CH:49][CH:50]=3)[C:44]([OH:46])=[O:45])=[CH:36][CH:37]=2)[N:12]([CH2:14][C:15](=[O:16])[NH:17][CH:18]([C:20]2[C:29]3[C:24](=[CH:25][CH:26]=[CH:27][CH:28]=3)[CH:23]=[CH:22][CH:21]=2)[CH3:19])[CH:13]=1, predict the reactants needed to synthesize it. The reactants are: [Cl:1][C:2]1[CH:7]=[C:6]([Cl:8])[CH:5]=[CH:4][C:3]=1[C:9]1[N:10]=[C:11](/[CH:30]=[CH:31]/[C:32]2[CH:37]=[CH:36][C:35]([OH:38])=[CH:34][CH:33]=2)[N:12]([CH2:14][C:15]([NH:17][CH:18]([C:20]2[C:29]3[C:24](=[CH:25][CH:26]=[CH:27][CH:28]=3)[CH:23]=[CH:22][CH:21]=2)[CH3:19])=[O:16])[CH:13]=1.Br[CH2:40][C:41]1[CH:42]=[C:43]([CH:48]=[CH:49][CH:50]=1)[C:44]([O:46]C)=[O:45]. (6) Given the product [O:28]=[C:22]1[CH:21]([N:14]2[C:13](=[O:29])[C:12]3[C:16](=[CH:17][CH:18]=[CH:19][C:11]=3[CH2:10][NH:9][C:30](=[O:39])[C:31]3[CH:36]=[CH:35][C:34]([O:37][CH3:38])=[CH:33][CH:32]=3)[C:15]2=[O:20])[CH2:26][CH2:25][C:24](=[O:27])[NH:23]1, predict the reactants needed to synthesize it. The reactants are: C(N(CC)CC)C.Cl.[NH2:9][CH2:10][C:11]1[CH:19]=[CH:18][CH:17]=[C:16]2[C:12]=1[C:13](=[O:29])[N:14]([CH:21]1[CH2:26][CH2:25][C:24](=[O:27])[NH:23][C:22]1=[O:28])[C:15]2=[O:20].[C:30](Cl)(=[O:39])[C:31]1[CH:36]=[CH:35][C:34]([O:37][CH3:38])=[CH:33][CH:32]=1. (7) Given the product [Cl:66][C:62]1[C:63]([F:65])=[C:64]2[C:59](=[CH:60][CH:61]=1)[N:58]=[C:57]([C:67]1[CH:72]=[CH:71][CH:70]=[CH:69][N:68]=1)[C:56]([CH3:73])=[C:55]2[NH:47][C:46]1[C:41]([N:38]2[CH2:39][CH2:40][O:35][CH2:36][CH2:37]2)=[N:42][CH:43]=[C:44]([N:48]2[CH2:49][CH2:50][O:51][CH2:52][CH2:53]2)[CH:45]=1, predict the reactants needed to synthesize it. The reactants are: C1(P(C2CCCCC2)C2C=CC=CC=2C2C(C(C)C)=CC(C(C)C)=CC=2C(C)C)CCCCC1.[O:35]1[CH2:40][CH2:39][N:38]([C:41]2[C:46]([NH2:47])=[CH:45][C:44]([N:48]3[CH2:53][CH2:52][O:51][CH2:50][CH2:49]3)=[CH:43][N:42]=2)[CH2:37][CH2:36]1.Cl[C:55]1[C:64]2[C:59](=[CH:60][CH:61]=[C:62]([Cl:66])[C:63]=2[F:65])[N:58]=[C:57]([C:67]2[CH:72]=[CH:71][CH:70]=[CH:69][N:68]=2)[C:56]=1[CH3:73].C1(C)C=CC=CC=1.CC(C)([O-])C.[Na+]. (8) Given the product [Cl:1][C:2]1[C:7]([CH3:8])=[CH:6][CH:5]=[CH:4][N+:3]=1[O-:13], predict the reactants needed to synthesize it. The reactants are: [Cl:1][C:2]1[C:7]([CH3:8])=[CH:6][CH:5]=[CH:4][N:3]=1.OO.NC(N)=[O:13].C(N)(N)=O.FC(F)(F)C(O)=O.S(S([O-])=O)([O-])=O.[Na+].[Na+].Cl. (9) Given the product [CH2:21]([C:12]1[N:8]2[CH2:9][CH2:10][O:11][C:5]3[CH:4]=[C:3]([F:20])[C:2]([Br:1])=[CH:19][C:6]=3[C:7]2=[N:14][C:13]=1[C:15]([NH2:17])=[O:16])[C:22]1[CH:27]=[CH:26][CH:25]=[CH:24][CH:23]=1, predict the reactants needed to synthesize it. The reactants are: [Br:1][C:2]1[C:3]([F:20])=[CH:4][C:5]2[O:11][CH2:10][CH2:9][N:8]3[C:12](I)=[C:13]([C:15]([NH2:17])=[O:16])[N:14]=[C:7]3[C:6]=2[CH:19]=1.[CH2:21]([B-](F)(F)F)[C:22]1[CH:27]=[CH:26][CH:25]=[CH:24][CH:23]=1.[K+].